Dataset: Peptide-MHC class I binding affinity with 185,985 pairs from IEDB/IMGT. Task: Regression. Given a peptide amino acid sequence and an MHC pseudo amino acid sequence, predict their binding affinity value. This is MHC class I binding data. (1) The peptide sequence is YLEGTRTLL. The MHC is HLA-A23:01 with pseudo-sequence HLA-A23:01. The binding affinity (normalized) is 0.0847. (2) The peptide sequence is YVITTQHWL. The MHC is HLA-A02:01 with pseudo-sequence HLA-A02:01. The binding affinity (normalized) is 0.571. (3) The binding affinity (normalized) is 0.00632. The MHC is HLA-A31:01 with pseudo-sequence HLA-A31:01. The peptide sequence is FLKEMGGL. (4) The peptide sequence is RAKFKQLL. The MHC is HLA-A03:01 with pseudo-sequence HLA-A03:01. The binding affinity (normalized) is 0.213. (5) The peptide sequence is GIALAVPCV. The MHC is HLA-B39:01 with pseudo-sequence HLA-B39:01. The binding affinity (normalized) is 0.0847. (6) The peptide sequence is VSDGGPNLY. The MHC is HLA-B15:01 with pseudo-sequence HLA-B15:01. The binding affinity (normalized) is 0.260. (7) The peptide sequence is SVFEGIRAY. The MHC is HLA-A02:01 with pseudo-sequence HLA-A02:01. The binding affinity (normalized) is 0.539. (8) The peptide sequence is GPMKLVMAF. The MHC is HLA-B07:02 with pseudo-sequence HLA-B07:02. The binding affinity (normalized) is 0.811. (9) The peptide sequence is QTEPKTSVV. The MHC is HLA-A02:12 with pseudo-sequence HLA-A02:12. The binding affinity (normalized) is 0.0847.